Predict the product of the given reaction. From a dataset of Forward reaction prediction with 1.9M reactions from USPTO patents (1976-2016). Given the reactants [CH2:1]([N:8]1[CH2:13][CH2:12][N:11]([C:14]2[CH:19]=[CH:18][C:17]([N+:20]([O-:22])=[O:21])=[CH:16][CH:15]=2)[CH2:10][CH:9]1[CH2:23]O)[C:2]1[CH:7]=[CH:6][CH:5]=[CH:4][CH:3]=1.COCCN(S(F)(F)[F:35])CCOC, predict the reaction product. The product is: [CH2:1]([N:8]1[CH2:13][CH2:12][N:11]([C:14]2[CH:19]=[CH:18][C:17]([N+:20]([O-:22])=[O:21])=[CH:16][CH:15]=2)[CH2:10][CH:9]1[CH2:23][F:35])[C:2]1[CH:7]=[CH:6][CH:5]=[CH:4][CH:3]=1.